Task: Predict the reaction yield, written as a fraction of the theoretical maximum amount of product (1.0 means a 100% yield; for example, 0.34 means a 34% yield).. Dataset: Reaction yield outcomes from USPTO patents with 853,638 reactions (1) The reactants are FC(F)(F)C(O)=O.[CH:8]1([C@H:14]([NH:22][C:23]([C:25]2[CH:30]=[CH:29][C:28](C3C=CC(CN(C)C)=CC=3)=[CH:27][C:26]=2[NH:41][C:42]([NH:44][C:45]2[C:50]([CH3:51])=[CH:49][C:48]([CH3:52])=[CH:47][C:46]=2[CH3:53])=[O:43])=[O:24])[C:15]([O:17][C:18]([CH3:21])([CH3:20])[CH3:19])=[O:16])[CH2:13][CH2:12][CH2:11][CH2:10][CH2:9]1.[Cl:54]CCl. No catalyst specified. The product is [Cl:54][C:28]1[CH:29]=[CH:30][C:25]([C:23]([NH:22][C@@H:14]([CH:8]2[CH2:13][CH2:12][CH2:11][CH2:10][CH2:9]2)[C:15]([O:17][C:18]([CH3:21])([CH3:20])[CH3:19])=[O:16])=[O:24])=[C:26]([NH:41][C:42]([NH:44][C:45]2[C:50]([CH3:51])=[CH:49][C:48]([CH3:52])=[CH:47][C:46]=2[CH3:53])=[O:43])[CH:27]=1. The yield is 0.460. (2) The reactants are [OH:1][C:2]1[CH:9]=[CH:8][C:5]([CH:6]=[O:7])=[CH:4][CH:3]=1.Br[CH2:11][CH2:12][CH2:13][CH2:14][CH2:15][CH2:16][CH3:17]. No catalyst specified. The product is [CH2:11]([O:1][C:2]1[CH:9]=[CH:8][C:5]([CH:6]=[O:7])=[CH:4][CH:3]=1)[CH2:12][CH2:13][CH2:14][CH2:15][CH2:16][CH3:17]. The yield is 0.800. (3) The reactants are [O:1]([CH2:8][CH2:9][N:10]1[CH:14]=[C:13](/[CH:15]=[CH:16]/[C:17]([O:19]CC)=[O:18])[CH:12]=[N:11]1)[C:2]1[CH:7]=[CH:6][CH:5]=[CH:4][CH:3]=1.[OH-].[K+]. The catalyst is CCO.O. The product is [O:1]([CH2:8][CH2:9][N:10]1[CH:14]=[C:13](/[CH:15]=[CH:16]/[C:17]([OH:19])=[O:18])[CH:12]=[N:11]1)[C:2]1[CH:7]=[CH:6][CH:5]=[CH:4][CH:3]=1. The yield is 0.910.